From a dataset of Forward reaction prediction with 1.9M reactions from USPTO patents (1976-2016). Predict the product of the given reaction. Given the reactants [CH:1]1[CH:2]=[CH:3][C:4]2[N:16]([C:17]([NH2:19])=[O:18])[C:15]3[CH:14]=[CH:13][CH:12]=[CH:11][C:10]=3[C:8](=[O:9])[CH2:7][C:5]=2[CH:6]=1.C([O-])=O.[Na+].C(N(CC)CC)C, predict the reaction product. The product is: [CH:1]1[CH:2]=[CH:3][C:4]2[N:16]([C:17]([NH2:19])=[O:18])[C:15]3[CH:14]=[CH:13][CH:12]=[CH:11][C:10]=3[C@@H:8]([OH:9])[CH2:7][C:5]=2[CH:6]=1.